Dataset: Experimentally validated miRNA-target interactions with 360,000+ pairs, plus equal number of negative samples. Task: Binary Classification. Given a miRNA mature sequence and a target amino acid sequence, predict their likelihood of interaction. The miRNA is mmu-miR-3065-5p with sequence UCAACAAAAUCACUGAUGCUGG. The protein sequence of the target gene is MEQPRKAVVVTGFGPFGEHTVNASWIAVQELEKLGLGDSVDLHVYEIPVEYQTVQRLIPALWEKHSPQLVVHVGVSGMATTVTLEKCGHNKGYKGLDNCRFCPGSQCCVEDGPESIDSIIDMDAVCKRVTTLGLDVSVTISQDAGRYLCDFTYYTSLYQGRGRSAFVHVPPLGKPYNADQLGRALRAIIEEMLGVLEQAEGDISCCRQL. Result: 1 (interaction).